This data is from Catalyst prediction with 721,799 reactions and 888 catalyst types from USPTO. The task is: Predict which catalyst facilitates the given reaction. (1) Reactant: [Br:1]Br.[CH3:3][N:4]1[C:11](=[O:12])[CH2:10][CH2:9][NH:8][C:7]2[N:13]=[CH:14][CH:15]=[CH:16][C:6]=2[CH2:5]1.C(OCC)C. Product: [Br:1][C:15]1[CH:14]=[N:13][C:7]2[NH:8][CH2:9][CH2:10][C:11](=[O:12])[N:4]([CH3:3])[CH2:5][C:6]=2[CH:16]=1. The catalyst class is: 15. (2) Reactant: [Cl:1][C:2]1[CH:8]=[C:7]([O:9][C:10]2[C:19]3[C:14](=[CH:15][C:16]([O:22][CH3:23])=[C:17]([O:20][CH3:21])[CH:18]=3)[N:13]=[CH:12][N:11]=2)[CH:6]=[CH:5][C:3]=1[NH2:4].[C:24]1([CH3:30])[CH:29]=[CH:28][CH:27]=[CH:26][CH:25]=1.C(N(CC)CC)C.Cl[C:39](Cl)([O:41][C:42](=[O:48])OC(Cl)(Cl)Cl)Cl.CC1C=CC(CO)=CC=1. Product: [Cl:1][C:2]1[CH:8]=[C:7]([O:9][C:10]2[C:19]3[C:14](=[CH:15][C:16]([O:22][CH3:23])=[C:17]([O:20][CH3:21])[CH:18]=3)[N:13]=[CH:12][N:11]=2)[CH:6]=[CH:5][C:3]=1[NH:4][C:42](=[O:48])[O:41][CH2:39][C:27]1[CH:28]=[CH:29][C:24]([CH3:30])=[CH:25][CH:26]=1. The catalyst class is: 2. (3) Reactant: FC(F)(F)C(O)=O.[Cl:8][C:9]1[C:10]([F:38])=[C:11]([C@@H:15]2[C@:19]([C:22]3[CH:27]=[CH:26][C:25]([Cl:28])=[CH:24][C:23]=3[F:29])([C:20]#[N:21])[C@H:18]([CH2:30][C:31]([CH3:34])([CH3:33])[CH3:32])[NH:17][C@H:16]2[C:35](O)=[O:36])[CH:12]=[CH:13][CH:14]=1.CCN(C(C)C)C(C)C.C1(P(Cl)(C2C=CC=CC=2)=O)C=CC=CC=1.[NH2:63][C:64]1[CH:76]=[CH:75][C:67]([C:68]([O:70][C:71]([CH3:74])([CH3:73])[CH3:72])=[O:69])=[C:66]([F:77])[CH:65]=1. Product: [C:71]([O:70][C:68](=[O:69])[C:67]1[CH:75]=[CH:76][C:64]([NH:63][C:35]([C@H:16]2[C@H:15]([C:11]3[CH:12]=[CH:13][CH:14]=[C:9]([Cl:8])[C:10]=3[F:38])[C@:19]([C:22]3[CH:27]=[CH:26][C:25]([Cl:28])=[CH:24][C:23]=3[F:29])([C:20]#[N:21])[C@H:18]([CH2:30][C:31]([CH3:33])([CH3:32])[CH3:34])[NH:17]2)=[O:36])=[CH:65][C:66]=1[F:77])([CH3:74])([CH3:72])[CH3:73]. The catalyst class is: 2. (4) Reactant: Cl[C:2]1[C:7]([CH2:8][C:9]([OH:11])=O)=[CH:6][CH:5]=[CH:4][N:3]=1.[NH2:12][C:13]1[CH:18]=[CH:17][CH:16]=[CH:15][N:14]=1.[Cl:19]CCl. Product: [Cl:19][C:4]1[N:3]=[CH:2][C:7]([CH2:8][C:9]([NH:12][C:13]2[CH:18]=[CH:17][CH:16]=[CH:15][N:14]=2)=[O:11])=[CH:6][CH:5]=1. The catalyst class is: 1.